Dataset: Experimentally validated miRNA-target interactions with 360,000+ pairs, plus equal number of negative samples. Task: Binary Classification. Given a miRNA mature sequence and a target amino acid sequence, predict their likelihood of interaction. (1) The miRNA is hsa-miR-371a-3p with sequence AAGUGCCGCCAUCUUUUGAGUGU. The protein sequence of the target gene is MSERRRSAVALSSRAHAFSVEALIGSNKKRKLRDWEEKGLDLSMEALSPAGPLGDTDDPATHGLEPHPDSEQSTGSDSEVLTERTSCSFSTHTDLASGAAGPVPAAMSSMEEIQVELQCADLWKRFHDIGTEMIITKAGRRMFPAMRVKITGLDPHQQYYIAMDIVPVDNKRYRYVYHSSKWMVAGNADSPVPPRVYIHPDSLASGDTWMRQVVSFDKLKLTNNELDDQGHIILHSMHKYQPRVHVIRKDFSSDLSPTKPVPVGDGVKTFNFPETVFTTVTAYQNQQITRLKIDRNPFAK.... Result: 0 (no interaction). (2) The miRNA is hsa-miR-888-5p with sequence UACUCAAAAAGCUGUCAGUCA. The protein sequence of the target gene is MPCPRLPWLRRHRTSQGSGPSSPSTVSAPNSPSRGEDEDAEEEEGDGTPGSGPILPPTSPMECLICVSPFDGIFKLPKRLDCGHVFCLECLARLSLATAGGGDAVACPMCRAPTRLAPRRGLPALPTQPGLLPRDARAPLPRQGSVRFDRRRGLLYLRPPPPSPGPRKSRTVRAPPPPPPLRLGRPLSRRLSLSSPAWAFNAAVALAVLVAAGLVVSGVYIFFLIPHVTNSGVRPQTVALAPENDFWVSPRPTPVAPWTHAWTRRPTKPDLDLDDTLPEATKDTPELEEATKDPVETQGI.... Result: 0 (no interaction). (3) The miRNA is hsa-miR-6855-3p with sequence AGACUGACCUUCAACCCCACAG. The protein sequence of the target gene is MDVTSQARGVGLEMYPGTAQPAAPNTTSPELNLSHPLLGTALANGTGELSEHQQYVIGLFLSCLYTIFLFPIGFVGNILILVVNISFREKMTIPDLYFINLAVADLILVADSLIEVFNLHERYYDIAVLCTFMSLFLQVNMYSSVFFLTWMSFDRYIALARAMRCSLFRTKHHARLSCGLIWMASVSATLVPFTAVHLQHTDEACFCFADVREVQWLEVTLGFIVPFAIIGLCYSLIVRVLVRAHRHRGLRPRRQKALRMILAVVLVFFVCWLPENVFISVHLLQRTQPGAAPCKQSFRH.... Result: 0 (no interaction). (4) Result: 1 (interaction). The protein sequence of the target gene is MSGYARRQGAPPLSRTRSLVVPDAPAFYERRSCLPQLDCERPHGGDLHPHLFGFRPTFMCYVPSPVLASVGDTGFGYGKGKCTNQGPSGAPETRFGGDKLEDLEEANPFSFKEFLKTKNLSLSKEDTTTSRIYPKEASRHPLGLEHSSPASQLMGYGLESQQPFFEDPTRASNLEEDEDDGWNITYLPSAVDQTHSSRDTQDSPPCDTYLSFFSNSSELACPESLPPWTLSDTDSRISPASPAGSPNADFAAHEESLGDRHLRTLQISYEALKDENSKLRRKLNEVQSFSETQTEMVRTL.... The miRNA is mmu-miR-17-5p with sequence CAAAGUGCUUACAGUGCAGGUAG. (5) The miRNA is hsa-miR-495-3p with sequence AAACAAACAUGGUGCACUUCUU. The protein sequence of the target gene is MLAPGGGPEQRSKLVLQWRQVSWITCWIALCAVEVIPACPFSCTCDSRSLEVDCSGLGLTTVPPDVPAATQSLLLLNNKLSALPSWAFANLSNLQRLDLSNNFLDQLPRSIFEDLVNLTELQLRNNSIRTLDRDLLQHSPLLRHLDLSINGLAQLPPGLFDGLLALRSLSLRSNRLQSLDRLTFEPLASLQLLQVGDNPWECDCNLREFKHWLEWFSYRGGRLDQLACTLPKELRGKDMRAVPMEMFNYCSQLEDENNSAGLDAPGPPCTKASPEPPKPKPGAEPEPEPSTACPQKQRYR.... Result: 0 (no interaction).